Dataset: Catalyst prediction with 721,799 reactions and 888 catalyst types from USPTO. Task: Predict which catalyst facilitates the given reaction. (1) Reactant: [F:1][C:2]([F:16])([F:15])[C:3]1[CH:8]=[C:7]([C:9]([F:12])([F:11])[F:10])[CH:6]=[C:5]([NH2:13])[C:4]=1[NH2:14].[C:17]([O:21][C:22]([NH:24][CH2:25][C:26](O)=[O:27])=[O:23])([CH3:20])([CH3:19])[CH3:18].CN(C(ON1N=NC2C=CC=NC1=2)=[N+](C)C)C.F[P-](F)(F)(F)(F)F.C(N(CC)CC)C. Product: [NH2:14][C:4]1[C:3]([C:2]([F:15])([F:16])[F:1])=[CH:8][C:7]([C:9]([F:12])([F:11])[F:10])=[CH:6][C:5]=1[NH:13][C:26](=[O:27])[CH2:25][NH:24][C:22](=[O:23])[O:21][C:17]([CH3:18])([CH3:19])[CH3:20]. The catalyst class is: 4. (2) Reactant: [H-].[Na+].[C:3]([O:7][C:8](=[O:22])[NH:9][C:10]1[C:11]([Cl:21])=[N:12][N:13]([C:15]2[CH:16]=[N:17][CH:18]=[CH:19][CH:20]=2)[CH:14]=1)([CH3:6])([CH3:5])[CH3:4].[CH3:23]I. Product: [Cl:21][C:11]1[C:10]([N:9]([CH3:23])[C:8](=[O:22])[O:7][C:3]([CH3:6])([CH3:4])[CH3:5])=[CH:14][N:13]([C:15]2[CH:16]=[N:17][CH:18]=[CH:19][CH:20]=2)[N:12]=1. The catalyst class is: 9. (3) Reactant: Cl[C:2]1[C:3]([CH:8]2[CH2:11][N:10]([C:12]([O:14][C:15]([CH3:18])([CH3:17])[CH3:16])=[O:13])[CH2:9]2)=[N:4][CH:5]=[CH:6][N:7]=1.[CH3:19][O:20][C:21]1[CH:26]=[CH:25][CH:24]=[CH:23][C:22]=1[OH:27].C([O-])([O-])=O.[Cs+].[Cs+]. Product: [C:15]([O:14][C:12]([N:10]1[CH2:11][CH:8]([C:3]2[C:2]([O:27][C:22]3[CH:23]=[CH:24][CH:25]=[CH:26][C:21]=3[O:20][CH3:19])=[N:7][CH:6]=[CH:5][N:4]=2)[CH2:9]1)=[O:13])([CH3:18])([CH3:17])[CH3:16]. The catalyst class is: 58. (4) Reactant: [F:1][C:2]1[CH:7]=[CH:6][CH:5]=[CH:4][C:3]=1[O:8][C:9]1[CH:14]=[CH:13][C:12]([N+:15]([O-])=O)=[CH:11][CH:10]=1.[NH4+].[Cl-]. Product: [F:1][C:2]1[CH:7]=[CH:6][CH:5]=[CH:4][C:3]=1[O:8][C:9]1[CH:14]=[CH:13][C:12]([NH2:15])=[CH:11][CH:10]=1. The catalyst class is: 406. (5) Reactant: C[O:2][C:3]1[N:8]=[CH:7][C:6]([CH:9]([C:14]#[C:15][CH3:16])[CH2:10][C:11]([OH:13])=[O:12])=[CH:5][CH:4]=1.O1CCOCC1.Cl. Product: [OH:2][C:3]1[N:8]=[CH:7][C:6]([CH:9]([C:14]#[C:15][CH3:16])[CH2:10][C:11]([OH:13])=[O:12])=[CH:5][CH:4]=1. The catalyst class is: 6.